From a dataset of Full USPTO retrosynthesis dataset with 1.9M reactions from patents (1976-2016). Predict the reactants needed to synthesize the given product. (1) Given the product [CH2:1]([C:5]1[N:6]=[C:7]([CH3:27])[N:8]([C:33]2[CH:34]=[CH:35][C:30]([O:29][CH3:28])=[C:31]([CH3:39])[CH:32]=2)[C:9](=[O:26])[C:10]=1[CH2:11][C:12]1[CH:17]=[CH:16][C:15]([C:18]2[C:19]([C:24]#[N:25])=[CH:20][CH:21]=[CH:22][CH:23]=2)=[CH:14][CH:13]=1)[CH2:2][CH2:3][CH3:4], predict the reactants needed to synthesize it. The reactants are: [CH2:1]([C:5]1[N:6]=[C:7]([CH3:27])[NH:8][C:9](=[O:26])[C:10]=1[CH2:11][C:12]1[CH:17]=[CH:16][C:15]([C:18]2[C:19]([C:24]#[N:25])=[CH:20][CH:21]=[CH:22][CH:23]=2)=[CH:14][CH:13]=1)[CH2:2][CH2:3][CH3:4].[CH3:28][O:29][C:30]1[CH:35]=[CH:34][C:33](B(O)O)=[CH:32][C:31]=1[CH3:39].C(N(CC)CC)C.N1C=CC=CC=1. (2) The reactants are: [OH:1][C:2]1[C:3]([C:8]([O:10][CH3:11])=[O:9])=[N:4][CH:5]=[CH:6][CH:7]=1.I[CH2:13][CH2:14][CH3:15].C(=O)([O-])[O-].[K+].[K+].C(OCC)(=O)C. Given the product [CH2:13]([O:1][C:2]1[C:3]([C:8]([O:10][CH3:11])=[O:9])=[N:4][CH:5]=[CH:6][CH:7]=1)[CH2:14][CH3:15], predict the reactants needed to synthesize it.